Dataset: Forward reaction prediction with 1.9M reactions from USPTO patents (1976-2016). Task: Predict the product of the given reaction. (1) The product is: [OH:1][C:2]1[CH:7]=[CH:6][C:5]([C:8]2[CH:9]=[C:10]3[C:15](=[CH:16][CH:17]=2)[C:14]([OH:18])=[CH:13][CH:12]=[CH:11]3)=[CH:4][CH:3]=1. Given the reactants [OH:1][C:2]1[CH:7]=[CH:6][C:5]([C:8]2[CH:9]=[C:10]3[C:15](=[CH:16][CH:17]=2)[C:14](=[O:18])[CH2:13][CH2:12][CH2:11]3)=[CH:4][CH:3]=1.CC1C=CC(C(C)C)=CC=1, predict the reaction product. (2) Given the reactants COC1C=CC(P2(SP(C3C=CC(OC)=CC=3)(=S)S2)=[S:10])=CC=1.[C:23]([O:26][CH2:27][C@@:28]1([CH3:50])[O:32][C@@H:31]([N:33]2[CH:41]=[C:39]([CH3:40])[C:37](=O)[NH:36][C:34]2=[O:35])[C@H:30]([O:42][C:43](=[O:45])[CH3:44])[C@@H:29]1[O:46][C:47](=[O:49])[CH3:48])(=[O:25])[CH3:24], predict the reaction product. The product is: [C:23]([O:26][CH2:27][C@@:28]1([CH3:50])[O:32][C@@H:31]([N:33]2[CH:41]=[C:39]([CH3:40])[C:37](=[S:10])[NH:36][C:34]2=[O:35])[C@H:30]([O:42][C:43](=[O:45])[CH3:44])[C@@H:29]1[O:46][C:47](=[O:49])[CH3:48])(=[O:25])[CH3:24]. (3) Given the reactants Cl.[NH2:2][C@H:3]1[CH2:10][CH2:9][CH2:8][NH:7][C:5](=[O:6])[CH2:4]1.C([O-])([O-])=O.[Na+].[Na+].[CH2:17]([S:35](Cl)(=[O:37])=[O:36])[CH2:18][CH2:19][CH2:20][CH2:21][CH2:22][CH2:23][CH2:24][CH2:25][CH2:26][CH2:27][CH2:28][CH2:29][CH2:30][CH2:31][CH2:32][CH2:33][CH3:34], predict the reaction product. The product is: [CH2:17]([S:35]([NH:2][C@H:3]1[CH2:10][CH2:9][CH2:8][NH:7][C:5](=[O:6])[CH2:4]1)(=[O:37])=[O:36])[CH2:18][CH2:19][CH2:20][CH2:21][CH2:22][CH2:23][CH2:24][CH2:25][CH2:26][CH2:27][CH2:28][CH2:29][CH2:30][CH2:31][CH2:32][CH2:33][CH3:34]. (4) The product is: [C:54]([O:73][CH2:74][C@@H:75]([O:76][C:77](=[O:95])[CH2:78][CH2:79][CH2:80][CH2:81][CH2:82][CH2:83][CH2:84]/[CH:85]=[CH:86]\[CH2:87][CH2:88][CH2:89][CH2:90][CH2:91][CH2:92][CH2:93][CH3:94])[CH2:96][O:97][P:98]([O:101][CH2:102][CH2:103][NH:104][C:11](=[O:12])[CH2:10][NH:9][C:7](=[O:8])[CH2:6][NH:5][C:3](=[O:4])[CH2:2][NH2:1])([OH:100])=[O:99])(=[O:72])[CH2:55][CH2:56][CH2:57][CH2:58][CH2:59][CH2:60][CH2:61]/[CH:62]=[CH:63]\[CH2:64][CH2:65][CH2:66][CH2:67][CH2:68][CH2:69][CH2:70][CH3:71]. Given the reactants [NH:1](C(OC(C)(C)C)=O)[CH2:2][C:3]([NH:5][CH2:6][C:7]([NH:9][CH2:10][C:11](O)=[O:12])=[O:8])=[O:4].F[P-](F)(F)(F)(F)F.C[N+](C)=C(N(C)C)ON1C2N=CC=CC=2N=N1.C(N(CC)C(C)C)(C)C.[C:54]([O:73][CH2:74][C@H:75]([CH2:96][O:97][P:98]([O:101][CH2:102][CH2:103][NH2:104])([OH:100])=[O:99])[O:76][C:77](=[O:95])[CH2:78][CH2:79][CH2:80][CH2:81][CH2:82][CH2:83][CH2:84]/[CH:85]=[CH:86]\[CH2:87][CH2:88][CH2:89][CH2:90][CH2:91][CH2:92][CH2:93][CH3:94])(=[O:72])[CH2:55][CH2:56][CH2:57][CH2:58][CH2:59][CH2:60][CH2:61]/[CH:62]=[CH:63]\[CH2:64][CH2:65][CH2:66][CH2:67][CH2:68][CH2:69][CH2:70][CH3:71].Cl.C(OCC)C, predict the reaction product.